Predict the reactants needed to synthesize the given product. From a dataset of Full USPTO retrosynthesis dataset with 1.9M reactions from patents (1976-2016). Given the product [Cl:41][C:4]1[C:3]([O:19][CH2:20][C@@H:21]([NH:26][C:27](=[O:33])[O:28][C:29]([CH3:31])([CH3:30])[CH3:32])[CH2:22][CH:23]([CH3:25])[CH3:24])=[C:2]([F:1])[C:7]2[N:8]([CH3:18])[C:9](=[O:17])[C:10]3[C:15]([C:6]=2[CH:5]=1)=[CH:14][CH:13]=[N:12][C:11]=3[CH3:16], predict the reactants needed to synthesize it. The reactants are: [F:1][C:2]1[C:7]2[N:8]([CH3:18])[C:9](=[O:17])[C:10]3[C:15]([C:6]=2[CH:5]=[CH:4][C:3]=1[O:19][CH2:20][C@@H:21]([NH:26][C:27](=[O:33])[O:28][C:29]([CH3:32])([CH3:31])[CH3:30])[CH2:22][CH:23]([CH3:25])[CH3:24])=[CH:14][CH:13]=[N:12][C:11]=3[CH3:16].C1C(=O)N([Cl:41])C(=O)C1.